From a dataset of NCI-60 drug combinations with 297,098 pairs across 59 cell lines. Regression. Given two drug SMILES strings and cell line genomic features, predict the synergy score measuring deviation from expected non-interaction effect. (1) Drug 1: CC12CCC(CC1=CCC3C2CCC4(C3CC=C4C5=CN=CC=C5)C)O. Drug 2: C1CN1P(=S)(N2CC2)N3CC3. Cell line: SW-620. Synergy scores: CSS=22.1, Synergy_ZIP=-2.49, Synergy_Bliss=0.527, Synergy_Loewe=-0.457, Synergy_HSA=-0.588. (2) Drug 1: C1=NC2=C(N1)C(=S)N=CN2. Drug 2: CN(CCCl)CCCl.Cl. Cell line: UACC62. Synergy scores: CSS=38.5, Synergy_ZIP=-4.92, Synergy_Bliss=-1.38, Synergy_Loewe=-3.28, Synergy_HSA=-0.0648. (3) Drug 1: CNC(=O)C1=CC=CC=C1SC2=CC3=C(C=C2)C(=NN3)C=CC4=CC=CC=N4. Drug 2: CCCS(=O)(=O)NC1=C(C(=C(C=C1)F)C(=O)C2=CNC3=C2C=C(C=N3)C4=CC=C(C=C4)Cl)F. Cell line: NCIH23. Synergy scores: CSS=-2.51, Synergy_ZIP=3.89, Synergy_Bliss=-0.169, Synergy_Loewe=-8.12, Synergy_HSA=-6.73. (4) Cell line: NCI-H226. Drug 1: CN1CCC(CC1)COC2=C(C=C3C(=C2)N=CN=C3NC4=C(C=C(C=C4)Br)F)OC. Synergy scores: CSS=7.31, Synergy_ZIP=1.33, Synergy_Bliss=3.13, Synergy_Loewe=1.22, Synergy_HSA=3.60. Drug 2: C1C(C(OC1N2C=NC3=C2NC=NCC3O)CO)O. (5) Drug 1: CN(CC1=CN=C2C(=N1)C(=NC(=N2)N)N)C3=CC=C(C=C3)C(=O)NC(CCC(=O)O)C(=O)O. Drug 2: C1C(C(OC1N2C=NC(=NC2=O)N)CO)O. Cell line: NCI-H226. Synergy scores: CSS=21.3, Synergy_ZIP=-7.44, Synergy_Bliss=-2.34, Synergy_Loewe=-3.79, Synergy_HSA=-3.72. (6) Drug 1: CC1C(C(CC(O1)OC2CC(CC3=C2C(=C4C(=C3O)C(=O)C5=C(C4=O)C(=CC=C5)OC)O)(C(=O)C)O)N)O.Cl. Drug 2: CCC1(CC2CC(C3=C(CCN(C2)C1)C4=CC=CC=C4N3)(C5=C(C=C6C(=C5)C78CCN9C7C(C=CC9)(C(C(C8N6C)(C(=O)OC)O)OC(=O)C)CC)OC)C(=O)OC)O.OS(=O)(=O)O. Cell line: MALME-3M. Synergy scores: CSS=40.2, Synergy_ZIP=-0.569, Synergy_Bliss=0.234, Synergy_Loewe=-3.83, Synergy_HSA=0.366.